Dataset: Reaction yield outcomes from USPTO patents with 853,638 reactions. Task: Predict the reaction yield, written as a fraction of the theoretical maximum amount of product (1.0 means a 100% yield; for example, 0.34 means a 34% yield). (1) The reactants are [F:1][C:2]1[CH:31]=[CH:30][C:5]2[C:6]3[N:7]([CH:11]=[C:12]([C:14]4[N:18]([CH:19]([CH3:21])[CH3:20])[N:17]=[C:16]([NH:22]C(=O)OC(C)(C)C)[N:15]=4)[N:13]=3)[CH2:8][CH2:9][O:10][C:4]=2[CH:3]=1.ClCCCl.FC(F)(F)C(O)=O. No catalyst specified. The product is [F:1][C:2]1[CH:31]=[CH:30][C:5]2[C:6]3[N:7]([CH:11]=[C:12]([C:14]4[N:18]([CH:19]([CH3:21])[CH3:20])[N:17]=[C:16]([NH2:22])[N:15]=4)[N:13]=3)[CH2:8][CH2:9][O:10][C:4]=2[CH:3]=1. The yield is 0.120. (2) The reactants are [OH:1][C:2]1[CH:7]=[CH:6][C:5]([S:8]([NH2:11])(=[O:10])=[O:9])=[CH:4][CH:3]=1.[OH-].[K+:13]. The catalyst is C(O)C. The product is [S:8]([C:5]1[CH:4]=[CH:3][C:2]([O-:1])=[CH:7][CH:6]=1)(=[O:9])(=[O:10])[NH2:11].[K+:13]. The yield is 1.00. (3) The reactants are CS(C)=O.CC(C)([O-])C.[K+].[SH:11][C:12]1[NH:13][C:14]2[CH:20]=[CH:19][CH:18]=[CH:17][C:15]=2[N:16]=1.C(O[CH2:25][C:26]1[C:31]([CH3:32])=[C:30]([O:33][CH2:34][CH:35]2[CH2:40][O:39][C:38]([CH3:42])([CH3:41])[O:37][CH2:36]2)[C:29]([CH3:43])=[CH:28][N:27]=1)(=O)C. The catalyst is C1(C)C=CC=CC=1. The product is [CH3:41][C:38]1([CH3:42])[O:39][CH2:40][CH:35]([CH2:34][O:33][C:30]2[C:29]([CH3:43])=[CH:28][N:27]=[C:26]([CH2:25][S:11][C:12]3[NH:16][C:15]4[CH:17]=[CH:18][CH:19]=[CH:20][C:14]=4[N:13]=3)[C:31]=2[CH3:32])[CH2:36][O:37]1. The yield is 0.688. (4) The reactants are Br[CH2:2][C:3]1[C:13]([Cl:14])=[N:12][CH:11]=[CH:10][C:4]=1[C:5]([O:7]CC)=O.Cl.[CH3:16][C:17]1[CH:18]=[C:19]([CH:32]([NH2:34])[CH3:33])[CH:20]=[N:21][C:22]=1[N:23]1[CH:27]=[C:26]([C:28]([F:31])([F:30])[F:29])[CH:25]=[N:24]1. No catalyst specified. The product is [Cl:14][C:13]1[C:3]2[CH2:2][N:34]([CH:32]([C:19]3[CH:20]=[N:21][C:22]([N:23]4[CH:27]=[C:26]([C:28]([F:31])([F:30])[F:29])[CH:25]=[N:24]4)=[C:17]([CH3:16])[CH:18]=3)[CH3:33])[C:5](=[O:7])[C:4]=2[CH:10]=[CH:11][N:12]=1. The yield is 0.650. (5) The reactants are [C:1]([O:5][C:6]([NH:8][N:9]=[CH:10][C:11]1[CH:16]=[CH:15][C:14]([OH:17])=[CH:13][CH:12]=1)=[O:7])([CH3:4])([CH3:3])[CH3:2].[CH3:18][N:19]([CH3:23])[C:20](Cl)=[O:21]. The catalyst is N1C=CC=CC=1. The product is [C:1]([O:5][C:6]([NH:8][N:9]=[CH:10][C:11]1[CH:12]=[CH:13][C:14]([O:17][C:20](=[O:21])[N:19]([CH3:23])[CH3:18])=[CH:15][CH:16]=1)=[O:7])([CH3:4])([CH3:2])[CH3:3]. The yield is 0.760. (6) The catalyst is CC(C)=O.CCOC(C)=O. The yield is 1.00. The reactants are [CH:1]1[C:5]2[CH2:6][CH:7]3[CH:12]([C:4]=2[S:3][CH:2]=1)[CH2:11][NH:10][CH2:9][CH2:8]3.O.C([O-])(O)=O.[Na+].[C:19](O[C:19]([O:21][C:22]([CH3:25])([CH3:24])[CH3:23])=[O:20])([O:21][C:22]([CH3:25])([CH3:24])[CH3:23])=[O:20]. The product is [C:22]([O:21][C:19]([N:10]1[CH2:11][CH:12]2[CH:7]([CH2:6][C:5]3[CH:1]=[CH:2][S:3][C:4]=32)[CH2:8][CH2:9]1)=[O:20])([CH3:25])([CH3:24])[CH3:23].